From a dataset of Experimental lipophilicity measurements (octanol/water distribution) for 4,200 compounds from AstraZeneca. Regression/Classification. Given a drug SMILES string, predict its absorption, distribution, metabolism, or excretion properties. Task type varies by dataset: regression for continuous measurements (e.g., permeability, clearance, half-life) or binary classification for categorical outcomes (e.g., BBB penetration, CYP inhibition). For this dataset (lipophilicity_astrazeneca), we predict Y. (1) The Y is 4.09 logD. The molecule is CCN(CC)CCOc1ccc(/C(=C(/Cl)c2ccccc2)c2ccccc2)cc1. (2) The compound is NC(=O)c1cnc(N[C@H]2CCCNC2)c2cc(Br)sc12. The Y is 1.08 logD. (3) The drug is O=C(NCC12CC3CC(CC(C3)C1)C2)c1c(Cl)ccc2nc(N3CCC[C@H](NCCc4nnn[nH]4)C3)ccc12. The Y is 3.08 logD. (4) The compound is O=C(CCS(=O)(=O)c1ccc(Br)cc1)NCc1ccc(F)cc1. The Y is 3.10 logD. (5) The drug is Cc1cc(NC(=O)c2ccccc2)n[nH]1. The Y is 1.75 logD. (6) The drug is CC(C)c1ncc(NC(=O)OCc2ccccc2)c(=O)n1CC(=O)NC(C(=O)C(F)(F)F)C(C)C. The Y is 2.63 logD. (7) The molecule is CO[C@H]1CN(CCn2c(=O)ccc3ccc(C#N)cc32)CC[C@H]1NCc1ccc2c(n1)NC(=O)CO2. The Y is 0.320 logD.